Dataset: Full USPTO retrosynthesis dataset with 1.9M reactions from patents (1976-2016). Task: Predict the reactants needed to synthesize the given product. (1) Given the product [CH2:1]([N:5]([CH2:20][CH:21]([CH3:23])[CH3:22])[C:6]1[CH:11]=[CH:10][C:9]([C:12]2([C:15]([OH:28])=[O:24])[CH2:14][CH2:13]2)=[CH:8][C:7]=1[N+:17]([O-:19])=[O:18])[CH:2]([CH3:4])[CH3:3], predict the reactants needed to synthesize it. The reactants are: [CH2:1]([N:5]([CH2:20][CH:21]([CH3:23])[CH3:22])[C:6]1[CH:11]=[CH:10][C:9]([C:12]2([C:15]#N)[CH2:14][CH2:13]2)=[CH:8][C:7]=1[N+:17]([O-:19])=[O:18])[CH:2]([CH3:4])[CH3:3].[OH-:24].[Na+].CC[OH:28]. (2) Given the product [CH3:8][C:5]1[CH:6]=[CH:7][C:2]([C:9]#[N:10])=[N:3][CH:4]=1, predict the reactants needed to synthesize it. The reactants are: Br[C:2]1[CH:7]=[CH:6][C:5]([CH3:8])=[CH:4][N:3]=1.[CH3:9][N:10](C=O)C. (3) Given the product [ClH:1].[CH2:16]([C:6]1([CH2:5][CH2:4][CH2:3][CH2:2][N:28]2[CH2:27][CH2:26][N:25]([C:22]3[CH:23]=[CH:24][C:19]([F:18])=[CH:20][C:21]=3[CH3:31])[CH2:30][CH2:29]2)[C:14]2[C:9](=[CH:10][CH:11]=[CH:12][CH:13]=2)[NH:8][C:7]1=[O:15])[CH3:17], predict the reactants needed to synthesize it. The reactants are: [Cl:1][CH2:2][CH2:3][CH2:4][CH2:5][C:6]1([CH2:16][CH3:17])[C:14]2[C:9](=[CH:10][CH:11]=[CH:12][CH:13]=2)[NH:8][C:7]1=[O:15].[F:18][C:19]1[CH:24]=[CH:23][C:22]([N:25]2[CH2:30][CH2:29][NH:28][CH2:27][CH2:26]2)=[C:21]([CH3:31])[CH:20]=1.